Dataset: TCR-epitope binding with 47,182 pairs between 192 epitopes and 23,139 TCRs. Task: Binary Classification. Given a T-cell receptor sequence (or CDR3 region) and an epitope sequence, predict whether binding occurs between them. (1) The TCR CDR3 sequence is CAISGMGQRDNEQFF. Result: 1 (the TCR binds to the epitope). The epitope is HSKKKCDEL. (2) The epitope is RPHERNGFTVL. The TCR CDR3 sequence is CASSLYIQGGEQYF. Result: 0 (the TCR does not bind to the epitope). (3) The epitope is VLWAHGFEL. Result: 1 (the TCR binds to the epitope). The TCR CDR3 sequence is CASSLDWGGNEQYF. (4) The epitope is IVTDFSVIK. The TCR CDR3 sequence is CASRPTSGGQADTQYF. Result: 1 (the TCR binds to the epitope). (5) The epitope is VLAWLYAAV. The TCR CDR3 sequence is CASSSPDRVLARDNEQFF. Result: 0 (the TCR does not bind to the epitope). (6) The epitope is FPPTSFGPL. The TCR CDR3 sequence is CASSQVGPVGNTEAFF. Result: 1 (the TCR binds to the epitope). (7) The epitope is FLNGSCGSV. The TCR CDR3 sequence is CSVNVQGVGYEQYF. Result: 1 (the TCR binds to the epitope). (8) The epitope is SLVKPSFYV. The TCR CDR3 sequence is CASSYSGGYNEQFF. Result: 1 (the TCR binds to the epitope).